This data is from Forward reaction prediction with 1.9M reactions from USPTO patents (1976-2016). The task is: Predict the product of the given reaction. (1) Given the reactants [OH:1][C:2]1[CH:3]=[CH:4][C:5]2[O:10][CH2:9][C:8](=[O:11])[NH:7][C:6]=2[CH:12]=1.C(=O)([O-])[O-].[Cs+].[Cs+].[N+](C1C=CC=CC=1S(O[C@@H:32]1[CH2:36][CH2:35][N:34]([C:37]([O:39][C:40]([CH3:43])([CH3:42])[CH3:41])=[O:38])[CH2:33]1)(=O)=O)([O-])=O, predict the reaction product. The product is: [O:11]=[C:8]1[NH:7][C:6]2[CH:12]=[C:2]([O:1][C@H:36]3[CH2:32][CH2:33][N:34]([C:37]([O:39][C:40]([CH3:43])([CH3:42])[CH3:41])=[O:38])[CH2:35]3)[CH:3]=[CH:4][C:5]=2[O:10][CH2:9]1. (2) Given the reactants [CH3:1][C:2]([CH3:29])([CH3:28])[C:3]([O:5][CH2:6][N:7]1[CH:11]=[N:10][C:9]([C:12]2[CH:13]=[C:14]([C:18]3[CH:23]=[C:22]([F:24])[C:21]([CH:25]=O)=[C:20]([F:27])[CH:19]=3)[CH:15]=[CH:16][CH:17]=2)=[N:8]1)=[O:4].[NH2:30][CH:31]1[CH2:39][C:38]2[C:33](=[CH:34][CH:35]=[CH:36][CH:37]=2)[CH2:32]1.CC(O)=O.[BH-](OC(C)=O)(OC(C)=O)OC(C)=O.[Na+], predict the reaction product. The product is: [CH3:29][C:2]([CH3:1])([CH3:28])[C:3]([O:5][CH2:6][N:7]1[CH:11]=[N:10][C:9]([C:12]2[CH:13]=[C:14]([C:18]3[CH:23]=[C:22]([F:24])[C:21]([CH2:25][NH:30][CH:31]4[CH2:39][C:38]5[C:33](=[CH:34][CH:35]=[CH:36][CH:37]=5)[CH2:32]4)=[C:20]([F:27])[CH:19]=3)[CH:15]=[CH:16][CH:17]=2)=[N:8]1)=[O:4].